From a dataset of Full USPTO retrosynthesis dataset with 1.9M reactions from patents (1976-2016). Predict the reactants needed to synthesize the given product. (1) Given the product [Br:17][C:14]1[CH:15]=[CH:16][C:11]([O:10][C:7]2[CH:8]=[CH:9][C:4]([C:3]([O:2][CH3:1])=[O:20])=[CH:5][CH:6]=2)=[C:12]([CH:18]=[N:42][C:40]([O:49][Si:22]([CH3:24])([CH3:23])[CH3:21])=[CH2:41])[CH:13]=1, predict the reactants needed to synthesize it. The reactants are: [CH3:1][O:2][C:3](=[O:20])[C:4]1[CH:9]=[CH:8][C:7]([O:10][C:11]2[CH:16]=[CH:15][C:14]([Br:17])=[CH:13][C:12]=2[CH:18]=O)=[CH:6][CH:5]=1.[CH3:21][Si:22](N[Si:22]([CH3:24])([CH3:23])[CH3:21])([CH3:24])[CH3:23].C([Li])CCC.C[Si](Cl)(C)C.[CH2:40]([N:42](CC)CC)[CH3:41].C(Cl)(=[O:49])C. (2) Given the product [C:1]([C:4]1[CH:5]=[C:6]([CH:17]=[CH:18][CH:19]=1)[O:7][C:8]1[CH:9]=[CH:10][C:11]([N+:14]([O-:16])=[O:15])=[CH:12][CH:13]=1)([OH:3])=[O:2].[N:23]1([CH2:22][CH2:21][NH:20][C:1]([C:4]2[CH:5]=[C:6]([CH:17]=[CH:18][CH:19]=2)[O:7][C:8]2[CH:13]=[CH:12][C:11]([N+:14]([O-:16])=[O:15])=[CH:10][CH:9]=2)=[O:3])[CH2:28][CH2:27][O:26][CH2:25][CH2:24]1, predict the reactants needed to synthesize it. The reactants are: [C:1]([C:4]1[CH:5]=[C:6]([CH:17]=[CH:18][CH:19]=1)[O:7][C:8]1[CH:13]=[CH:12][C:11]([N+:14]([O-:16])=[O:15])=[CH:10][CH:9]=1)([OH:3])=[O:2].[NH2:20][CH2:21][CH2:22][N:23]1[CH2:28][CH2:27][O:26][CH2:25][CH2:24]1. (3) The reactants are: Cl[C:2]1[CH:3]=[C:4]([C:9]2[N:13]3[CH:14]=[CH:15][C:16]([C:19]([OH:22])([CH3:21])[CH3:20])=[C:17]([F:18])[C:12]3=[N:11][CH:10]=2)[CH:5]=[CH:6][C:7]=1[F:8].[S:23]1[CH:27]=[CH:26][C:25]2[CH:28]=[CH:29][CH:30]=[C:31](B(O)O)[C:24]1=2. Given the product [S:23]1[CH:27]=[CH:26][C:25]2[CH:28]=[CH:29][CH:30]=[C:31]([C:2]3[CH:3]=[C:4]([C:9]4[N:13]5[CH:14]=[CH:15][C:16]([C:19]([OH:22])([CH3:21])[CH3:20])=[C:17]([F:18])[C:12]5=[N:11][CH:10]=4)[CH:5]=[CH:6][C:7]=3[F:8])[C:24]1=2, predict the reactants needed to synthesize it. (4) The reactants are: [CH3:1][O:2][C:3](=[O:7])[CH:4]([OH:6])[CH3:5].C(N(CC)CC)C.Cl.CN(C)C.[C:20]1([CH3:30])[CH:25]=[CH:24][C:23]([S:26](Cl)(=[O:28])=[O:27])=[CH:22][CH:21]=1. Given the product [CH3:30][C:20]1[CH:25]=[CH:24][C:23]([S:26]([O:6][C@H:4]([CH3:5])[C:3]([O:2][CH3:1])=[O:7])(=[O:28])=[O:27])=[CH:22][CH:21]=1, predict the reactants needed to synthesize it. (5) Given the product [C:1]([C:5]1[CH:12]=[CH:11][C:8]([C:9]#[N:10])=[C:7]([CH:6]=1)[O:13][C:21]1[S:22][CH:23]=[C:24]([C:26]([NH:28][C:29]2[C:30]([O:51][CH3:52])=[N:31][C:32]([NH:37][CH2:38][CH2:39][N:40]([CH:48]([CH3:49])[CH3:50])[C:41](=[O:47])[O:42][C:43]([CH3:45])([CH3:46])[CH3:44])=[N:33][C:34]=2[O:35][CH3:36])=[O:27])[N:25]=1)([CH3:4])([CH3:2])[CH3:3], predict the reactants needed to synthesize it. The reactants are: [C:1]([C:5]1[CH:12]=[CH:11][C:8]([C:9]#[N:10])=[C:7]([OH:13])[CH:6]=1)([CH3:4])([CH3:3])[CH3:2].CC(C)([O-])C.[K+].Br[C:21]1[S:22][CH:23]=[C:24]([C:26]([NH:28][C:29]2[C:30]([O:51][CH3:52])=[N:31][C:32]([NH:37][CH2:38][CH2:39][N:40]([CH:48]([CH3:50])[CH3:49])[C:41](=[O:47])[O:42][C:43]([CH3:46])([CH3:45])[CH3:44])=[N:33][C:34]=2[O:35][CH3:36])=[O:27])[N:25]=1. (6) Given the product [CH3:20][C:21]1[O:25][N:24]=[C:23]([C:26]2[CH:31]=[CH:30][CH:29]=[CH:28][CH:27]=2)[C:22]=1[C:32]1[N:36]2[CH2:37][C:38]3[C:43]([C:35]2=[N:34][N:33]=1)=[CH:42][C:41]([O:44][CH2:46][C:47]1[CH:48]=[N:49][CH:50]=[CH:51][CH:52]=1)=[CH:40][CH:39]=3, predict the reactants needed to synthesize it. The reactants are: C1(P(C2C=CC=CC=2)C2C=CC=CC=2)C=CC=CC=1.[CH3:20][C:21]1[O:25][N:24]=[C:23]([C:26]2[CH:31]=[CH:30][CH:29]=[CH:28][CH:27]=2)[C:22]=1[C:32]1[N:36]2[CH2:37][C:38]3[C:43]([C:35]2=[N:34][N:33]=1)=[CH:42][C:41]([OH:44])=[CH:40][CH:39]=3.O[CH2:46][C:47]1[CH:48]=[N:49][CH:50]=[CH:51][CH:52]=1.N(C(OCC)=O)=NC(OCC)=O. (7) The reactants are: [OH:1][C:2]1[CH:3]=[C:4]([CH:7]=[CH:8][CH:9]=1)[C:5]#[N:6].[H-].[Na+].Br[CH2:13][CH2:14][CH2:15][C:16]([O:18][CH2:19][CH3:20])=[O:17]. Given the product [C:5]([C:4]1[CH:3]=[C:2]([O:1][CH2:13][CH2:14][CH2:15][C:16]([O:18][CH2:19][CH3:20])=[O:17])[CH:9]=[CH:8][CH:7]=1)#[N:6], predict the reactants needed to synthesize it.